From a dataset of Forward reaction prediction with 1.9M reactions from USPTO patents (1976-2016). Predict the product of the given reaction. Given the reactants [OH:1][CH2:2][CH:3]1[O:8][C:7]2=[C:9](C(O)=O)[S:10][C:11](C(O)=O)=[C:6]2[O:5][CH2:4]1.C(OCC)(=O)C, predict the reaction product. The product is: [O:8]1[CH:3]([CH2:2][OH:1])[CH2:4][O:5][C:6]2=[CH:11][S:10][CH:9]=[C:7]12.